Dataset: Forward reaction prediction with 1.9M reactions from USPTO patents (1976-2016). Task: Predict the product of the given reaction. (1) Given the reactants [Cl:1][C:2]1[CH:7]=[CH:6][C:5]([CH:8]2[CH2:11][CH2:10][C:9]2=O)=[CH:4][CH:3]=1.Cl.[NH2:14][OH:15].[OH-].[Na+], predict the reaction product. The product is: [Cl:1][C:2]1[CH:7]=[CH:6][C:5]([CH:8]2[CH2:11][CH2:10][C:9]2=[N:14][OH:15])=[CH:4][CH:3]=1. (2) Given the reactants [C:1]1([C:13]([NH:15][CH2:16][C:17]2[CH:25]=[CH:24][C:20]([C:21]([OH:23])=O)=[CH:19][CH:18]=2)=[O:14])[C:11]2=[C:12]3[C:7](=[CH:8][CH:9]=[CH:10]2)[CH2:6][CH2:5][CH2:4][N:3]3[CH:2]=1.[CH2:26]([O:33][NH2:34])[C:27]1[CH:32]=[CH:31][CH:30]=[CH:29][CH:28]=1, predict the reaction product. The product is: [CH2:26]([O:33][NH:34][C:21]([C:20]1[CH:19]=[CH:18][C:17]([CH2:16][NH:15][C:13]([C:1]2[C:11]3=[C:12]4[C:7](=[CH:8][CH:9]=[CH:10]3)[CH2:6][CH2:5][CH2:4][N:3]4[CH:2]=2)=[O:14])=[CH:25][CH:24]=1)=[O:23])[C:27]1[CH:32]=[CH:31][CH:30]=[CH:29][CH:28]=1. (3) Given the reactants [Br:1][C:2]1[CH:7]=[C:6]([CH2:8][C:9]([C:11]2[CH:16]=[CH:15][CH:14]=[C:13]([F:17])[N:12]=2)=O)[CH:5]=[CH:4][N:3]=1.[NH2:18][C:19]1[CH:24]=[CH:23][CH:22]=[CH:21][N:20]=1.C(OC(C)C)(C)C, predict the reaction product. The product is: [Br:1][C:2]1[CH:7]=[C:6]([C:8]2[N:20]3[CH:21]=[CH:22][CH:23]=[CH:24][C:19]3=[N:18][C:9]=2[C:11]2[CH:16]=[CH:15][CH:14]=[C:13]([F:17])[N:12]=2)[CH:5]=[CH:4][N:3]=1.